Dataset: TCR-epitope binding with 47,182 pairs between 192 epitopes and 23,139 TCRs. Task: Binary Classification. Given a T-cell receptor sequence (or CDR3 region) and an epitope sequence, predict whether binding occurs between them. (1) The epitope is HTTDPSFLGRY. The TCR CDR3 sequence is CASSESGGVVNEQFF. Result: 1 (the TCR binds to the epitope). (2) The epitope is NLVPMVATV. The TCR CDR3 sequence is CSALTWGLAGYEQYF. Result: 1 (the TCR binds to the epitope). (3) The epitope is LLDFVRFMGV. The TCR CDR3 sequence is CASRTGGEAFF. Result: 0 (the TCR does not bind to the epitope). (4) The epitope is LEPLVDLPI. The TCR CDR3 sequence is CASSVDGDPSLDEQFF. Result: 0 (the TCR does not bind to the epitope). (5) The epitope is LLMPILTLT. The TCR CDR3 sequence is CASSLGSSYNEQFF. Result: 1 (the TCR binds to the epitope). (6) The epitope is KMKDLSPRW. Result: 0 (the TCR does not bind to the epitope). The TCR CDR3 sequence is CASSQVQDIVDTQYF. (7) The epitope is GLCTLVAML. The TCR CDR3 sequence is CASSFSSGTTDTQYF. Result: 1 (the TCR binds to the epitope). (8) The epitope is TEKSNIIRGW. The TCR CDR3 sequence is CASTVQGRETQYF. Result: 0 (the TCR does not bind to the epitope). (9) The epitope is QIKVRVKMV. The TCR CDR3 sequence is CASSRLAGSTDTQYF. Result: 1 (the TCR binds to the epitope). (10) The epitope is ITEEVGHTDLMAAY. The TCR CDR3 sequence is CASSHGDYEQYF. Result: 0 (the TCR does not bind to the epitope).